This data is from Tyrosyl-DNA phosphodiesterase HTS with 341,365 compounds. The task is: Binary Classification. Given a drug SMILES string, predict its activity (active/inactive) in a high-throughput screening assay against a specified biological target. (1) The molecule is S(=O)(=O)(Nc1ccc(OC)cc1)c1cc(N)c(N2CCCCC2)cc1. The result is 0 (inactive). (2) The compound is Clc1c(/C=C\C(=O)Nc2sc(c(n2)C)C(OCC)=O)c(F)ccc1. The result is 0 (inactive).